From a dataset of Catalyst prediction with 721,799 reactions and 888 catalyst types from USPTO. Predict which catalyst facilitates the given reaction. Reactant: [CH2:1]=[CH:2][CH:3]([OH:12])[CH2:4][CH2:5][CH2:6][CH2:7][CH2:8][CH2:9][CH2:10][OH:11].CC1(C)N([O])C(C)(C)CCC1.C([O-])(=[O:26])C.C([O-])(=O)C.C1([I+2])C=CC=CC=1.Cl. Product: [O:12]=[C:3]([CH:2]=[CH2:1])[CH2:4][CH2:5][CH2:6][CH2:7][CH2:8][CH2:9][C:10]([OH:26])=[O:11]. The catalyst class is: 38.